This data is from Reaction yield outcomes from USPTO patents with 853,638 reactions. The task is: Predict the reaction yield, written as a fraction of the theoretical maximum amount of product (1.0 means a 100% yield; for example, 0.34 means a 34% yield). (1) The reactants are [CH2:1]([O:3][C:4]1[CH:10]=[CH:9][C:7]([NH2:8])=[C:6]([N+:11]([O-:13])=[O:12])[CH:5]=1)[CH3:2].O[CH2:15][CH:16]([CH2:18]O)O.[Na+].[N+](C1C=C(S([O-])(=O)=O)C=CC=1)([O-])=O. No catalyst specified. The product is [CH2:1]([O:3][C:4]1[CH:10]=[C:9]2[C:7](=[C:6]([N+:11]([O-:13])=[O:12])[CH:5]=1)[N:8]=[CH:18][CH:16]=[CH:15]2)[CH3:2]. The yield is 0.750. (2) The reactants are [C:1]([N:5]([CH2:16][C:17](O)=[O:18])[S:6]([C:9]1[CH:14]=[CH:13][C:12]([F:15])=[CH:11][CH:10]=1)(=[O:8])=[O:7])([CH3:4])([CH3:3])[CH3:2].FC1C=CC(S(N(C)CC([NH:34][CH2:35][C:36]2[CH:41]=[C:40]([C:42]3[CH:47]=[CH:46][C:45]([C:48]([F:51])([F:50])[F:49])=[CH:44][CH:43]=3)[N:39]=[CH:38][N:37]=2)=O)(=O)=O)=CC=1.O.ON1C2C=CC=CC=2N=N1.C(N(CC)C(C)C)(C)C.CN(C(ON1N=NC2C=CC=CC1=2)=[N+](C)C)C.F[P-](F)(F)(F)(F)F. The catalyst is CN(C=O)C.C(OCC)(=O)C. The product is [C:1]([N:5]([S:6]([C:9]1[CH:10]=[CH:11][C:12]([F:15])=[CH:13][CH:14]=1)(=[O:7])=[O:8])[CH2:16][C:17]([NH:34][CH2:35][C:36]1[CH:41]=[C:40]([C:42]2[CH:43]=[CH:44][C:45]([C:48]([F:51])([F:50])[F:49])=[CH:46][CH:47]=2)[N:39]=[CH:38][N:37]=1)=[O:18])([CH3:4])([CH3:3])[CH3:2]. The yield is 0.480. (3) The reactants are C(OC([N:8]1[C:17]2[C:12](=[CH:13][CH:14]=[C:15]([NH:18][C:19]([C:21]3[C:30](=[O:31])[C:29]4[C:24](=[CH:25][CH:26]=[CH:27][CH:28]=4)[NH:23][CH:22]=3)=[O:20])[CH:16]=2)[CH2:11][CH2:10][CH2:9]1)=O)(C)(C)C.C(O)(C(F)(F)F)=O. The catalyst is C(Cl)Cl. The product is [O:31]=[C:30]1[C:29]2[C:24](=[CH:25][CH:26]=[CH:27][CH:28]=2)[NH:23][CH:22]=[C:21]1[C:19]([NH:18][C:15]1[CH:16]=[C:17]2[C:12]([CH2:11][CH2:10][CH2:9][NH:8]2)=[CH:13][CH:14]=1)=[O:20]. The yield is 0.320. (4) The reactants are [CH2:1]([O:3][CH:4]([O:13][CH2:14][CH3:15])[C:5]1[CH:6]=[C:7]([CH:10]=[CH:11][CH:12]=1)[CH:8]=O)[CH3:2].S([O-])([O-])(=O)=O.[Na+].[Na+].[NH2:23][C:24]1[CH:32]=[CH:31][CH:30]=[C:29]2[C:25]=1[CH2:26][O:27][C:28]2=[O:33]. The catalyst is ClCCl. The product is [CH2:1]([O:3][CH:4]([O:13][CH2:14][CH3:15])[C:5]1[CH:6]=[C:7]([CH:10]=[CH:11][CH:12]=1)/[CH:8]=[N:23]/[C:24]1[CH:32]=[CH:31][CH:30]=[C:29]2[C:25]=1[CH2:26][O:27][C:28]2=[O:33])[CH3:2]. The yield is 0.610. (5) The reactants are Cl[C:2]1[C:7]([N+:8]([O-:10])=[O:9])=[CH:6][N:5]=[C:4]2[NH:11][CH:12]=[CH:13][C:3]=12.CCN(C(C)C)C(C)C.Cl.[NH2:24][C@@H:25]1[C@H:29]([CH2:30][CH3:31])[CH2:28][C@H:27]([NH:32][S:33]([CH:36]2[CH2:38][CH2:37]2)(=[O:35])=[O:34])[CH2:26]1. The catalyst is CN(C=O)C.CCOC(C)=O. The product is [CH2:30]([C@H:29]1[C@@H:25]([NH:24][C:2]2[C:7]([N+:8]([O-:10])=[O:9])=[CH:6][N:5]=[C:4]3[NH:11][CH:12]=[CH:13][C:3]=23)[CH2:26][C@@H:27]([NH:32][S:33]([CH:36]2[CH2:38][CH2:37]2)(=[O:34])=[O:35])[CH2:28]1)[CH3:31]. The yield is 0.410. (6) The reactants are [CH2:1](OC1C=CC=CC=1)[CH:2]=[CH:3][C:4]1[CH:9]=[CH:8][CH:7]=[CH:6][CH:5]=1.[Cl:17][C:18]1[CH:23]=[CH:22][C:21](B(O)O)=[CH:20][CH:19]=1. The yield is 0.750. No catalyst specified. The product is [Cl:17][C:18]1[CH:23]=[CH:22][C:21]([CH2:1][CH:2]=[CH:3][C:4]2[CH:9]=[CH:8][CH:7]=[CH:6][CH:5]=2)=[CH:20][CH:19]=1.